Dataset: Forward reaction prediction with 1.9M reactions from USPTO patents (1976-2016). Task: Predict the product of the given reaction. Given the reactants [Br:1][C:2]1[N:6]2[C:7](=[O:13])[CH:8]=[C:9]([CH2:11]Cl)[N:10]=[C:5]2[S:4][C:3]=1[CH3:14].[F:15][C:16]1[CH:21]=[CH:20][C:19]([OH:22])=[CH:18][CH:17]=1.[I-].[K+].C(=O)([O-])[O-].[K+].[K+], predict the reaction product. The product is: [Br:1][C:2]1[N:6]2[C:7](=[O:13])[CH:8]=[C:9]([CH2:11][O:22][C:19]3[CH:20]=[CH:21][C:16]([F:15])=[CH:17][CH:18]=3)[N:10]=[C:5]2[S:4][C:3]=1[CH3:14].